Task: Predict the reaction yield, written as a fraction of the theoretical maximum amount of product (1.0 means a 100% yield; for example, 0.34 means a 34% yield).. Dataset: Reaction yield outcomes from USPTO patents with 853,638 reactions (1) The reactants are [N:1]1[CH:6]=[CH:5][CH:4]=[CH:3][C:2]=1[N:7]1[CH2:12][CH2:11][NH:10][CH2:9][CH2:8]1.[F:13][C:14]1[CH:19]=[C:18]([F:20])[CH:17]=[CH:16][C:15]=1[NH:21][C:22](=[O:25])[CH2:23]Cl.C(=O)([O-])[O-].[Na+].[Na+]. The catalyst is CN(C)C=O.O. The product is [F:13][C:14]1[CH:19]=[C:18]([F:20])[CH:17]=[CH:16][C:15]=1[NH:21][C:22](=[O:25])[CH2:23][N:10]1[CH2:9][CH2:8][N:7]([C:2]2[CH:3]=[CH:4][CH:5]=[CH:6][N:1]=2)[CH2:12][CH2:11]1. The yield is 0.748. (2) The reactants are [Br:1][C:2]1[CH:3]=[C:4]([CH2:7][N:8]2[C:12](=[O:13])[O:11][N:10]=[C:9]2[C:14]2[C:18]([NH:19][CH2:20][CH2:21][O:22]C)=[N:17][O:16][N:15]=2)[O:5][CH:6]=1.B(Br)(Br)Br.C(=O)(O)[O-].[Na+]. The catalyst is ClCCl.O. The product is [Br:1][C:2]1[CH:3]=[C:4]([CH2:7][N:8]2[C:12](=[O:13])[O:11][N:10]=[C:9]2[C:14]2[C:18]([NH:19][CH2:20][CH2:21][OH:22])=[N:17][O:16][N:15]=2)[O:5][CH:6]=1. The yield is 0.970. (3) The reactants are [C:1]12([C:11]3[CH:31]=[CH:30][C:14]([O:15][CH2:16][C:17]([NH:19][C:20]4[CH:21]=[C:22]([CH:26]=[CH:27][C:28]=4[OH:29])[C:23](O)=[O:24])=[O:18])=[CH:13][CH:12]=3)[CH2:10][CH:5]3[CH2:6][CH:7]([CH2:9][CH:3]([CH2:4]3)[CH2:2]1)[CH2:8]2.C1CN([P+](ON2N=NC3C=CC=CC2=3)(N2CCCC2)N2CCCC2)CC1.F[P-](F)(F)(F)(F)F.[CH3:65][N:66]([CH3:70])[CH2:67][CH2:68][NH2:69].CCN(C(C)C)C(C)C. The catalyst is CN(CC1C=C(CN(C)C)C(O)=C(CN(C)C)C=1)C.CO. The product is [C:1]12([C:11]3[CH:31]=[CH:30][C:14]([O:15][CH2:16][C:17]([NH:19][C:20]4[CH:21]=[C:22]([CH:26]=[CH:27][C:28]=4[OH:29])[C:23]([NH:69][CH2:68][CH2:67][N:66]([CH3:70])[CH3:65])=[O:24])=[O:18])=[CH:13][CH:12]=3)[CH2:8][CH:7]3[CH2:9][CH:3]([CH2:4][CH:5]([CH2:6]3)[CH2:10]1)[CH2:2]2. The yield is 0.287.